Predict the reactants needed to synthesize the given product. From a dataset of Full USPTO retrosynthesis dataset with 1.9M reactions from patents (1976-2016). (1) Given the product [NH2:1][C:2]1[N:3]=[CH:4][C:5]([C:23]2[CH:24]=[C:19]([CH:20]=[CH:21][CH:22]=2)[C:17]([NH2:16])=[O:18])=[N:6][C:7]=1[C:8]1[CH:13]=[CH:12][C:11]([OH:14])=[CH:10][CH:9]=1, predict the reactants needed to synthesize it. The reactants are: [NH2:1][C:2]1[C:7]([C:8]2[CH:13]=[CH:12][C:11]([OH:14])=[CH:10][CH:9]=2)=[N:6][C:5](Br)=[CH:4][N:3]=1.[NH2:16][C:17]([C:19]1[CH:20]=[C:21](B(O)O)[CH:22]=[CH:23][CH:24]=1)=[O:18].C([O-])([O-])=O.[Na+].[Na+]. (2) Given the product [Cl:1][C:2]1[CH:10]=[CH:9][C:8]([C:11]2[C:16]([C@@H:17]([NH:27][C:28](=[O:45])[CH2:29][N:30]3[C:34]4[C:35]([F:39])([F:40])[C@@H:36]5[CH2:38][C@@H:37]5[C:33]=4[C:32]([C:41]([F:42])([F:43])[F:44])=[N:31]3)[CH2:18][C:19]3[CH:24]=[C:23]([F:25])[CH:22]=[C:21]([F:26])[CH:20]=3)=[N:15][C:14]([C:68]#[C:67][C:69]3([OH:81])[CH2:73][CH2:72][NH:71][CH2:70]3)=[CH:13][CH:12]=2)=[C:7]2[C:3]=1[C:4]([NH:62][S:63]([CH3:66])(=[O:64])=[O:65])=[N:5][N:6]2[CH3:61], predict the reactants needed to synthesize it. The reactants are: [Cl:1][C:2]1[CH:10]=[CH:9][C:8]([C:11]2[CH:12]=[CH:13][C:14](C#CC3OCCN(C(OC(C)(C)C)=O)C3)=[N:15][C:16]=2[C@@H:17]([NH:27][C:28](=[O:45])[CH2:29][N:30]2[C:34]3[C:35]([F:40])([F:39])[C@@H:36]4[CH2:38][C@@H:37]4[C:33]=3[C:32]([C:41]([F:44])([F:43])[F:42])=[N:31]2)[CH2:18][C:19]2[CH:24]=[C:23]([F:25])[CH:22]=[C:21]([F:26])[CH:20]=2)=[C:7]2[C:3]=1[C:4]([NH:62][S:63]([CH3:66])(=[O:65])=[O:64])=[N:5][N:6]2[CH3:61].[C:67]([C:69]1([OH:81])[CH2:73][CH2:72][N:71](C(OC(C)(C)C)=O)[CH2:70]1)#[CH:68]. (3) Given the product [C:3]([OH:10])(=[O:9])/[CH:4]=[CH:5]/[C:6]([OH:8])=[O:7].[C:11]([C:14]([CH3:48])([CH3:49])[CH2:15][NH:16][C:17](=[O:47])[C@H:18]([CH:44]([CH3:45])[CH3:46])[CH2:19][C@H:20]([OH:43])[C@@H:21]([NH2:42])[CH2:22][N:23]1[CH2:28][C:27](=[O:29])[N:26]([C:30]2[CH:35]=[CH:34][CH:33]=[CH:32][C:31]=2[O:36][CH2:37][O:38][CH3:39])[CH2:25][C:24]1([CH3:40])[CH3:41])(=[O:13])[NH2:12].[NH2:42][C@@H:21]([CH2:22][N:23]1[CH2:28][C:27](=[O:29])[N:26]([C:30]2[CH:35]=[CH:34][CH:33]=[CH:32][C:31]=2[O:36][CH2:37][O:38][CH3:39])[CH2:25][C:24]1([CH3:41])[CH3:40])[C@@H:20]([OH:43])[CH2:19][C@@H:18]([CH:44]([CH3:46])[CH3:45])[C:17]([NH:16][CH2:15][C:14]([CH3:48])([C:11](=[O:13])[NH2:12])[CH3:49])=[O:47], predict the reactants needed to synthesize it. The reactants are: [H][H].[C:3]([OH:10])(=[O:9])/[CH:4]=[CH:5]/[C:6]([OH:8])=[O:7].[C:11]([C:14]([CH3:49])([CH3:48])[CH2:15][NH:16][C:17](=[O:47])[C@H:18]([CH:44]([CH3:46])[CH3:45])[CH2:19][C@H:20]([OH:43])[C@@H:21]([NH2:42])[CH2:22][N:23]1[CH2:28][C:27](=[O:29])[N:26]([C:30]2[CH:35]=[CH:34][CH:33]=[CH:32][C:31]=2[O:36][CH2:37][O:38][CH3:39])[CH2:25][C:24]1([CH3:41])[CH3:40])(=[O:13])[NH2:12]. (4) Given the product [CH2:1]([O:3][C:4](=[O:13])[C:5]1[CH:10]=[CH:9][C:8]([O:11][S:22]([C:21]([F:34])([F:33])[F:20])(=[O:24])=[O:23])=[C:7]([F:12])[CH:6]=1)[CH3:2], predict the reactants needed to synthesize it. The reactants are: [CH2:1]([O:3][C:4](=[O:13])[C:5]1[CH:10]=[CH:9][C:8]([OH:11])=[C:7]([F:12])[CH:6]=1)[CH3:2].N1C=CC=CC=1.[F:20][C:21]([F:34])([F:33])[S:22](O[S:22]([C:21]([F:34])([F:33])[F:20])(=[O:24])=[O:23])(=[O:24])=[O:23].O.